From a dataset of NCI-60 drug combinations with 297,098 pairs across 59 cell lines. Regression. Given two drug SMILES strings and cell line genomic features, predict the synergy score measuring deviation from expected non-interaction effect. (1) Drug 1: C1=CC(=CC=C1CC(C(=O)O)N)N(CCCl)CCCl.Cl. Drug 2: C1=NC2=C(N1)C(=S)N=CN2. Cell line: OVCAR-4. Synergy scores: CSS=20.7, Synergy_ZIP=-8.64, Synergy_Bliss=-10.9, Synergy_Loewe=-53.8, Synergy_HSA=-13.5. (2) Drug 1: C1C(C(OC1N2C=C(C(=O)NC2=O)F)CO)O. Drug 2: C1=NC(=NC(=O)N1C2C(C(C(O2)CO)O)O)N. Cell line: MALME-3M. Synergy scores: CSS=11.0, Synergy_ZIP=-4.16, Synergy_Bliss=0.997, Synergy_Loewe=-4.09, Synergy_HSA=-0.302. (3) Drug 1: CC1=C(C=C(C=C1)NC(=O)C2=CC=C(C=C2)CN3CCN(CC3)C)NC4=NC=CC(=N4)C5=CN=CC=C5. Drug 2: C1=CC=C(C(=C1)C(C2=CC=C(C=C2)Cl)C(Cl)Cl)Cl. Cell line: NCI/ADR-RES. Synergy scores: CSS=-0.770, Synergy_ZIP=-0.292, Synergy_Bliss=-3.06, Synergy_Loewe=-8.81, Synergy_HSA=-6.73. (4) Drug 1: C1=CC(=CC=C1C#N)C(C2=CC=C(C=C2)C#N)N3C=NC=N3. Drug 2: COC1=C2C(=CC3=C1OC=C3)C=CC(=O)O2. Cell line: NCIH23. Synergy scores: CSS=11.7, Synergy_ZIP=-4.09, Synergy_Bliss=-1.60, Synergy_Loewe=-0.880, Synergy_HSA=1.11.